This data is from Forward reaction prediction with 1.9M reactions from USPTO patents (1976-2016). The task is: Predict the product of the given reaction. (1) Given the reactants [C:1]([C:4]1[N:9]=[C:8](Cl)[N:7]=[C:6]([NH:11][CH2:12][C@H:13]([OH:18])[C:14]([O:16]C)=[O:15])[CH:5]=1)(=[O:3])[NH2:2].[F:19][C:20]1[CH:41]=[CH:40][C:23]([O:24][C:25]2[CH:30]=[CH:29][C:28](B3OC(C)(C)C(C)(C)O3)=[CH:27][CH:26]=2)=[CH:22][CH:21]=1.C([O-])([O-])=O.[Na+].[Na+], predict the reaction product. The product is: [C:1]([C:4]1[N:9]=[C:8]([C:28]2[CH:27]=[CH:26][C:25]([O:24][C:23]3[CH:22]=[CH:21][C:20]([F:19])=[CH:41][CH:40]=3)=[CH:30][CH:29]=2)[N:7]=[C:6]([NH:11][CH2:12][C@H:13]([OH:18])[C:14]([OH:16])=[O:15])[CH:5]=1)(=[O:3])[NH2:2]. (2) Given the reactants [C:1]([O:5][C:6]([N:8]1[CH2:12][CH2:11][CH2:10][C@H:9]1[C:13]([OH:15])=O)=[O:7])([CH3:4])([CH3:3])[CH3:2].CN(C(ON1N=NC2C=CC=NC1=2)=[N+](C)C)C.F[P-](F)(F)(F)(F)F.CCN(C(C)C)C(C)C.[NH2:49][N:50]1[CH:54]=[CH:53][CH:52]=[C:51]1[C:55]([NH:57][C:58]1[CH:63]=[CH:62][CH:61]=[CH:60][CH:59]=1)=[O:56], predict the reaction product. The product is: [C:58]1([NH:57][C:55]([C:51]2[N:50]([NH:49][C:13]([C@@H:9]3[CH2:10][CH2:11][CH2:12][N:8]3[C:6]([O:5][C:1]([CH3:2])([CH3:3])[CH3:4])=[O:7])=[O:15])[CH:54]=[CH:53][CH:52]=2)=[O:56])[CH:59]=[CH:60][CH:61]=[CH:62][CH:63]=1.